Dataset: Forward reaction prediction with 1.9M reactions from USPTO patents (1976-2016). Task: Predict the product of the given reaction. (1) Given the reactants [CH:1]1([C:7]([NH:9][CH:10]([OH:15])[C:11]([Cl:14])([Cl:13])[Cl:12])=[O:8])[CH2:6][CH2:5][CH2:4][CH2:3][CH2:2]1.S(Cl)([Cl:18])=O, predict the reaction product. The product is: [CH:1]1([C:7]([NH:9][C:10]([Cl:18])([OH:15])[C:11]([Cl:13])([Cl:14])[Cl:12])=[O:8])[CH2:2][CH2:3][CH2:4][CH2:5][CH2:6]1. (2) Given the reactants [C:1]1([CH2:7][CH2:8][CH:9]=[O:10])[CH:6]=[CH:5][CH:4]=[CH:3][CH:2]=1.OC(CC(C)C)[C:13]#[N:14].OS([O-])=O.[Na+].[C-]#N.[Na+], predict the reaction product. The product is: [OH:10][CH:9]([CH2:8][CH2:7][C:1]1[CH:6]=[CH:5][CH:4]=[CH:3][CH:2]=1)[C:13]#[N:14]. (3) Given the reactants [CH3:1][O:2][C:3]1[CH:22]=[CH:21][C:6]([CH2:7][C@@H:8]2[C:12]3=[N:13][C:14]4[CH:19]=[CH:18][CH:17]=[CH:16][C:15]=4[N:11]3[C:10](=[O:20])[NH:9]2)=[CH:5][CH:4]=1.[Cl:23][C:24]1[CH:29]=[CH:28][CH:27]=[CH:26][C:25]=1[CH2:30][NH2:31].C(O)(C(F)(F)F)=O, predict the reaction product. The product is: [NH:11]1[C:19]2[CH:18]=[CH:17][CH:16]=[CH:15][C:14]=2[N:13]=[C:12]1[C@H:8]([NH:9][C:10]([NH:31][CH2:30][C:25]1[CH:26]=[CH:27][CH:28]=[CH:29][C:24]=1[Cl:23])=[O:20])[CH2:7][C:6]1[CH:21]=[CH:22][C:3]([O:2][CH3:1])=[CH:4][CH:5]=1. (4) Given the reactants Br[CH2:2][C:3]([O:5][CH2:6][CH3:7])=[O:4].[NH:8]1[CH:12]=[N:11][C:10]([C:13]#[N:14])=[N:9]1, predict the reaction product. The product is: [C:13]([C:10]1[N:11]=[CH:12][N:8]([CH2:2][C:3]([O:5][CH2:6][CH3:7])=[O:4])[N:9]=1)#[N:14]. (5) Given the reactants O1CC1CO[C:5]1[CH:14]=[C:13]2[C:8]([C:9]([O:15][C:16]3[CH:17]=[C:18]4[C:22](=[CH:23][CH:24]=3)[NH:21][C:20]([CH3:25])=[CH:19]4)=[N:10][CH:11]=[N:12]2)=[CH:7][C:6]=1[O:26][CH3:27].C(N)(C)C, predict the reaction product. The product is: [CH3:27][O:26][C:6]1[CH:7]=[C:8]2[C:13](=[CH:14][CH:5]=1)[N:12]=[CH:11][N:10]=[C:9]2[O:15][C:16]1[CH:17]=[C:18]2[C:22](=[CH:23][CH:24]=1)[NH:21][C:20]([CH3:25])=[CH:19]2. (6) Given the reactants C([N:4]1[C@@H:8]([C:9]2[CH:14]=[CH:13][C:12]([C:15]3[CH:20]=[CH:19][C:18]([O:21][C:22]([F:25])([F:24])[F:23])=[CH:17][CH:16]=3)=[CH:11][CH:10]=2)[CH2:7][CH2:6][C:5]1=[O:26])C=C.O.C1(C)C=CC(S(O)(=O)=O)=CC=1.C1COCC1.O, predict the reaction product. The product is: [F:25][C:22]([F:23])([F:24])[O:21][C:18]1[CH:19]=[CH:20][C:15]([C:12]2[CH:13]=[CH:14][C:9]([C@@H:8]3[NH:4][C:5](=[O:26])[CH2:6][CH2:7]3)=[CH:10][CH:11]=2)=[CH:16][CH:17]=1.